This data is from Forward reaction prediction with 1.9M reactions from USPTO patents (1976-2016). The task is: Predict the product of the given reaction. (1) The product is: [CH3:2][C:21]([OH:20])([CH3:22])[CH2:13][C:6]1[C:7]([CH3:12])=[CH:8][C:9]([CH3:11])=[CH:10][C:5]=1[CH3:4]. Given the reactants [Mg].[CH3:2]I.[CH3:4][C:5]1[CH:10]=[C:9]([CH3:11])[CH:8]=[C:7]([CH3:12])[C:6]=1[CH2:13]C(OC)=O.C([O:20][CH2:21][CH3:22])C, predict the reaction product. (2) Given the reactants [Cl:1][C:2]1[N:7]=[C:6]2[CH:8]=[C:9]([C:20]#[N:21])[N:10](S(C3C=CC=CC=3)(=O)=O)[C:5]2=[CH:4][CH:3]=1.[OH-].[Na+], predict the reaction product. The product is: [Cl:1][C:2]1[N:7]=[C:6]2[CH:8]=[C:9]([C:20]#[N:21])[NH:10][C:5]2=[CH:4][CH:3]=1. (3) Given the reactants [Cl:1][C:2]1[N:7]=[C:6]([NH2:8])[CH:5]=[CH:4][N:3]=1.CCN(C(C)C)C(C)C.[C:18](Cl)(=[O:23])[O:19][CH:20]([CH3:22])[CH3:21].O, predict the reaction product. The product is: [CH:20]([O:19][C:18](=[O:23])[NH:8][C:6]1[CH:5]=[CH:4][N:3]=[C:2]([Cl:1])[N:7]=1)([CH3:22])[CH3:21]. (4) Given the reactants Cl[C:2]1[CH:3]=[CH:4][C:5]2[N:11]3[CH2:12][C@H:8]([CH2:9][CH2:10]3)[N:7]([C:13]([NH:15][C:16]3[CH:21]=[CH:20][CH:19]=[CH:18][N:17]=3)=[O:14])[C:6]=2[N:22]=1.[F:23][C:24]([F:32])([F:31])[CH:25]1[O:30][CH2:29][CH2:28][NH:27][CH2:26]1.C1(P(C2CCCCC2)C2C=CC=CC=2C2C(C(C)C)=CC(C(C)C)=CC=2C(C)C)CCCCC1.C(=O)([O-])[O-].[K+].[K+], predict the reaction product. The product is: [N:17]1[CH:18]=[CH:19][CH:20]=[CH:21][C:16]=1[NH:15][C:13]([N:7]1[C@@H:8]2[CH2:12][N:11]([CH2:10][CH2:9]2)[C:5]2[CH:4]=[CH:3][C:2]([N:27]3[CH2:28][CH2:29][O:30][CH:25]([C:24]([F:32])([F:31])[F:23])[CH2:26]3)=[N:22][C:6]1=2)=[O:14]. (5) Given the reactants [OH:1][N:2]=[C:3](Cl)[C:4]1[CH:9]=[CH:8][CH:7]=[N:6][CH:5]=1.[Cl:11][C:12]1[CH:13]=[C:14]([CH:17]=[C:18]([C:20]#[CH:21])[CH:19]=1)[C:15]#[N:16].N, predict the reaction product. The product is: [Cl:11][C:12]1[CH:13]=[C:14]([CH:17]=[C:18]([C:20]2[O:1][N:2]=[C:3]([C:4]3[CH:5]=[N:6][CH:7]=[CH:8][CH:9]=3)[CH:21]=2)[CH:19]=1)[C:15]#[N:16]. (6) The product is: [Br:1][C:2]1[CH:3]=[C:4]([CH2:8][C:9]([O:11][CH3:16])=[O:10])[CH:5]=[N:6][CH:7]=1. Given the reactants [Br:1][C:2]1[CH:3]=[C:4]([CH2:8][C:9]([OH:11])=[O:10])[CH:5]=[N:6][CH:7]=1.S(Cl)(Cl)=O.[CH3:16]O, predict the reaction product. (7) The product is: [CH3:7][O:6][C:4](=[O:5])[CH2:3][C:2]1[S:18][C:15]([CH3:16])=[N:17][C:9]=1[C:10]([O:12][CH3:13])=[O:11]. Given the reactants Br[CH:2]([CH2:9][C:10]([O-:12])=[O:11])[C:3](=O)[C:4]([O:6][CH3:7])=[O:5].[CH3:13]O.[C:15](=[S:18])([NH2:17])[CH3:16], predict the reaction product. (8) Given the reactants [CH3:1][N:2]1[CH2:7][CH2:6][N:5]([CH:8]([C:12]2[CH:17]=[CH:16][CH:15]=[C:14]([O:18][C:19]([F:22])([F:21])[F:20])[CH:13]=2)[C:9](O)=[O:10])[CH2:4][CH2:3]1.C1C=CC2N(O)N=NC=2C=1.O.C1CCC(N=C=NC2CCCCC2)CC1.[F:49][C:50]([F:64])([F:63])[C:51]1[CH:52]=[C:53]([NH:61][NH2:62])[CH:54]=[C:55]([C:57]([F:60])([F:59])[F:58])[CH:56]=1, predict the reaction product. The product is: [F:49][C:50]([F:63])([F:64])[C:51]1[CH:52]=[C:53]([NH:61][NH:62][C:9](=[O:10])[CH:8]([N:5]2[CH2:6][CH2:7][N:2]([CH3:1])[CH2:3][CH2:4]2)[C:12]2[CH:17]=[CH:16][CH:15]=[C:14]([O:18][C:19]([F:20])([F:21])[F:22])[CH:13]=2)[CH:54]=[C:55]([C:57]([F:60])([F:58])[F:59])[CH:56]=1.